Predict the reactants needed to synthesize the given product. From a dataset of Full USPTO retrosynthesis dataset with 1.9M reactions from patents (1976-2016). (1) Given the product [F:3][C:4]1[CH:13]=[CH:12][C:7]([C:8]2[N:11]=[C:16]([C:15]([C:22]3[CH:27]=[CH:26][N:25]=[CH:24][CH:23]=3)([OH:14])[CH3:21])[O:10][N:9]=2)=[CH:6][CH:5]=1, predict the reactants needed to synthesize it. The reactants are: [H-].[Na+].[F:3][C:4]1[CH:13]=[CH:12][C:7]([C:8](=[NH:11])[NH:9][OH:10])=[CH:6][CH:5]=1.[OH:14][C:15]([C:22]1[CH:27]=[CH:26][N:25]=[CH:24][CH:23]=1)([CH3:21])[C:16](OCC)=O.CCOC(C)=O.CCCCCC. (2) Given the product [OH:10][C:11]1[CH:20]=[CH:19][C:18]2[C:13](=[CH:14][CH:15]=[CH:16][CH:17]=2)[CH:12]=1, predict the reactants needed to synthesize it. The reactants are: [Cl-].[Al+3].[Cl-].[Cl-].NC(N)=S.C[O:10][C:11]1[CH:20]=[CH:19][C:18]2[C:13](=[CH:14][CH:15]=[CH:16][CH:17]=2)[CH:12]=1.Cl. (3) Given the product [NH2:1][C:2]1[N:3]=[CH:4][C:5]([C:16]2[CH:17]=[N:18][N:19]([CH:21]3[CH2:26][CH2:25][N:24]([C:27](=[O:29])[CH3:28])[CH2:23][CH2:22]3)[CH:20]=2)=[C:6]2[CH:10]=[C:9]([CH:11]3[CH2:12][CH2:13][CH2:14][CH2:15]3)[O:8][C:7]=12, predict the reactants needed to synthesize it. The reactants are: [NH2:1][C:2]1[N:3]=[CH:4][C:5]([C:16]2[CH:17]=[N:18][N:19]([CH:21]3[CH2:26][CH2:25][N:24]([C:27](=[O:29])[CH3:28])[CH2:23][CH2:22]3)[CH:20]=2)=[C:6]2[CH:10]=[C:9]([C:11]3[CH2:15][CH2:14][CH2:13][CH:12]=3)[O:8][C:7]=12. (4) Given the product [OH:8][C:9]1[CH:27]=[CH:26][C:12]([C:13]([N:15]2[C:19]3[CH:20]=[CH:21][CH:22]=[CH:23][C:18]=3[S:17](=[O:25])(=[O:24])[CH2:16]2)=[O:14])=[CH:11][C:10]=1[C:28]([F:30])([F:31])[F:29], predict the reactants needed to synthesize it. The reactants are: C([O:8][C:9]1[CH:27]=[CH:26][C:12]([C:13]([N:15]2[C:19]3[CH:20]=[CH:21][CH:22]=[CH:23][C:18]=3[S:17](=[O:25])(=[O:24])[CH2:16]2)=[O:14])=[CH:11][C:10]=1[C:28]([F:31])([F:30])[F:29])C1C=CC=CC=1. (5) Given the product [Cl:8][C:7]1[C:2]([O:37][C:34]2[CH:35]=[C:36]3[C:31](=[CH:32][CH:33]=2)[N:30]=[CH:29][N:28]=[C:27]3[NH:26][C:23]2[CH:24]=[CH:25][N:21]([CH3:20])[N:22]=2)=[N:3][CH:4]=[C:5]([O:9][CH2:10][CH2:11][O:12][CH3:13])[CH:6]=1, predict the reactants needed to synthesize it. The reactants are: Cl[C:2]1[C:7]([Cl:8])=[CH:6][C:5]([O:9][CH2:10][CH2:11][O:12][CH3:13])=[CH:4][N:3]=1.CC(C)([O-])C.[K+].[CH3:20][N:21]1[CH:25]=[CH:24][C:23]([NH:26][C:27]2[C:36]3[C:31](=[CH:32][CH:33]=[C:34]([OH:37])[CH:35]=3)[N:30]=[CH:29][N:28]=2)=[N:22]1.O.[Cl-].[Na+].